This data is from Reaction yield outcomes from USPTO patents with 853,638 reactions. The task is: Predict the reaction yield, written as a fraction of the theoretical maximum amount of product (1.0 means a 100% yield; for example, 0.34 means a 34% yield). (1) The reactants are [CH3:1][C:2]1[N:7]=[C:6]([CH:8]=O)[CH:5]=[N:4][CH:3]=1.[C:10](#[N:14])[CH2:11][C:12]#[N:13].[OH:15][C:16]1[CH:24]=[CH:23][CH:22]=[C:21]2[C:17]=1[CH:18]=[CH:19][NH:20]2. No catalyst specified. The product is [NH2:13][C:12]1[O:15][CH:16]2[C:17]3[C:21](=[CH:22][CH:23]=[C:24]2[CH:8]([C:6]2[CH:5]=[N:4][CH:3]=[C:2]([CH3:1])[N:7]=2)[C:11]=1[C:10]#[N:14])[N:20]=[CH:19][CH:18]=3. The yield is 0.220. (2) The reactants are [F-].C([N+](CCCC)(CCCC)CCCC)CCC.[Si]([O:26][CH2:27][CH2:28][N:29]1[CH2:34][CH2:33][CH2:32][N:31]([CH:35]2[CH2:40][CH2:39][N:38]([C:41](=[O:59])[C@H:42]([OH:58])[CH2:43][S:44]([C:47]3[CH:56]=[CH:55][C:54]4[C:49](=[CH:50][CH:51]=[C:52]([Cl:57])[CH:53]=4)[CH:48]=3)(=[O:46])=[O:45])[CH2:37][CH2:36]2)[C:30]1=[O:60])(C(C)(C)C)(C)C. The catalyst is C1COCC1. The product is [Cl:57][C:52]1[CH:53]=[C:54]2[C:49](=[CH:50][CH:51]=1)[CH:48]=[C:47]([S:44]([CH2:43][C@@H:42]([OH:58])[C:41]([N:38]1[CH2:37][CH2:36][CH:35]([N:31]3[CH2:32][CH2:33][CH2:34][N:29]([CH2:28][CH2:27][OH:26])[C:30]3=[O:60])[CH2:40][CH2:39]1)=[O:59])(=[O:45])=[O:46])[CH:56]=[CH:55]2. The yield is 0.540. (3) The reactants are [CH2:1]([S:3]([N:6]1[CH2:11][CH2:10][CH:9]([C:12]2[C:20]3[C:15](=[C:16]([C:28]([NH2:30])=[O:29])[CH:17]=[C:18]([C:21]4[S:22][C:23]([CH2:26][OH:27])=[CH:24][CH:25]=4)[CH:19]=3)[NH:14][CH:13]=2)[CH2:8][CH2:7]1)(=[O:5])=[O:4])[CH3:2]. The catalyst is C1COCC1.O=[Mn]=O. The product is [CH2:1]([S:3]([N:6]1[CH2:7][CH2:8][CH:9]([C:12]2[C:20]3[C:15](=[C:16]([C:28]([NH2:30])=[O:29])[CH:17]=[C:18]([C:21]4[S:22][C:23]([CH:26]=[O:27])=[CH:24][CH:25]=4)[CH:19]=3)[NH:14][CH:13]=2)[CH2:10][CH2:11]1)(=[O:4])=[O:5])[CH3:2]. The yield is 0.488. (4) The reactants are Cl.[CH3:2][O:3][C:4]1[CH:5]=[C:6]([C:10]2[N:11]=[C:12]([N:15]3[CH2:20][CH2:19][N:18](C(OC(C)(C)C)=O)[CH2:17][CH2:16]3)[S:13][CH:14]=2)[CH:7]=[CH:8][CH:9]=1. The catalyst is C(OCC)(=O)C. The product is [CH3:2][O:3][C:4]1[CH:5]=[C:6]([C:10]2[N:11]=[C:12]([N:15]3[CH2:20][CH2:19][NH:18][CH2:17][CH2:16]3)[S:13][CH:14]=2)[CH:7]=[CH:8][CH:9]=1. The yield is 0.743.